From a dataset of Full USPTO retrosynthesis dataset with 1.9M reactions from patents (1976-2016). Predict the reactants needed to synthesize the given product. (1) Given the product [CH2:16]([N:23]1[CH2:28][CH2:27][CH:26]([N:29]([CH3:30])[C:9](=[O:10])[O:11][C:12]([CH3:13])([CH3:14])[CH3:15])[CH2:25][CH2:24]1)[C:17]1[CH:18]=[CH:19][CH:20]=[CH:21][CH:22]=1, predict the reactants needed to synthesize it. The reactants are: [CH3:13][C:12]([O:11][C:9](O[C:9]([O:11][C:12]([CH3:15])([CH3:14])[CH3:13])=[O:10])=[O:10])([CH3:15])[CH3:14].[CH2:16]([N:23]1[CH2:28][CH2:27][CH:26]([NH:29][CH3:30])[CH2:25][CH2:24]1)[C:17]1[CH:22]=[CH:21][CH:20]=[CH:19][CH:18]=1. (2) Given the product [CH2:1]([O:3][C:4]([C:6]1[N:7]([C@H:30]([CH3:32])[CH2:31][NH:27][C:25]([O:24][C:20]([CH3:23])([CH3:22])[CH3:21])=[O:26])[C:8]2[C:13]([CH:14]=1)=[CH:12][C:11]([CH3:15])=[C:10]([C:16]([F:19])([F:17])[F:18])[CH:9]=2)=[O:5])[CH3:2], predict the reactants needed to synthesize it. The reactants are: [CH2:1]([O:3][C:4]([C:6]1[NH:7][C:8]2[C:13]([CH:14]=1)=[CH:12][C:11]([CH3:15])=[C:10]([C:16]([F:19])([F:18])[F:17])[CH:9]=2)=[O:5])[CH3:2].[C:20]([O:24][C:25]([N:27]1[CH2:31][C@H:30]([CH3:32])OS1(=O)=O)=[O:26])([CH3:23])([CH3:22])[CH3:21].